From a dataset of Catalyst prediction with 721,799 reactions and 888 catalyst types from USPTO. Predict which catalyst facilitates the given reaction. (1) Reactant: C[O:2][C:3](=[O:22])[C:4]([NH:14][C:15]([O:17][C:18]([CH3:21])([CH3:20])[CH3:19])=[O:16])([C:8]1[CH:13]=[CH:12][CH:11]=[CH:10][CH:9]=1)[CH2:5][CH:6]=[O:7].[Li+].[OH-].Cl. Product: [C:18]([O:17][C:15](=[O:16])[NH:14][C:4]1([C:8]2[CH:13]=[CH:12][CH:11]=[CH:10][CH:9]=2)[CH2:5][CH:6]([OH:7])[O:2][C:3]1=[O:22])([CH3:21])([CH3:20])[CH3:19]. The catalyst class is: 1. (2) Product: [C:1]([O:7][CH2:8][CH:9]([O:16][C:17](=[O:22])[CH2:18][CH2:19][CH2:20][CH3:21])[C:10](=[O:25])[C:11](=[O:13])[CH3:12])(=[O:6])[CH2:2][CH2:3][CH2:4][CH3:5]. The catalyst class is: 21. Reactant: [C:1]([O:7][CH2:8][CH:9]([O:16][C:17](=[O:22])[CH2:18][CH2:19][CH2:20][CH3:21])[C:10](=[N+]=[N-])[C:11](=[O:13])[CH3:12])(=[O:6])[CH2:2][CH2:3][CH2:4][CH3:5].CC(C)=[O:25].CC1(C)OO1. (3) Reactant: [F:1][C:2]1[CH:19]=[C:18]([S:20]([CH3:23])(=[O:22])=[O:21])[CH:17]=[CH:16][C:3]=1[O:4][CH2:5][CH:6]1[CH2:15][CH2:14][C:9]2(OCC[O:10]2)[CH2:8][CH2:7]1.O.Cl. Product: [F:1][C:2]1[CH:19]=[C:18]([S:20]([CH3:23])(=[O:21])=[O:22])[CH:17]=[CH:16][C:3]=1[O:4][CH2:5][CH:6]1[CH2:7][CH2:8][C:9](=[O:10])[CH2:14][CH2:15]1. The catalyst class is: 1. (4) Reactant: [CH:1]1[C:13]2[N:12]([C:14]3[CH:19]=[CH:18][C:17]([C:20](=[O:22])[CH3:21])=[CH:16][CH:15]=3)[C:11]3[C:6](=[CH:7][CH:8]=[CH:9][CH:10]=3)[C:5]=2[CH:4]=[CH:3][CH:2]=1.[CH3:23][C:24]1[CH:32]=[C:31]([CH3:33])[CH:30]=[C:29]([CH3:34])[C:25]=1[C:26](Cl)=[O:27].[Al+3].[Cl-].[Cl-].[Cl-].[C:39](Cl)(=[O:46])[C:40]1[CH:45]=[CH:44][CH:43]=[CH:42][CH:41]=1. Product: [C:39]([C:8]1[CH:9]=[CH:10][C:11]2[N:12]([C:14]3[CH:15]=[CH:16][C:17]([C:20](=[O:22])[CH3:21])=[CH:18][CH:19]=3)[C:13]3[C:5]([C:6]=2[CH:7]=1)=[CH:4][C:3]([C:26](=[O:27])[C:25]1[C:24]([CH3:23])=[CH:32][C:31]([CH3:33])=[CH:30][C:29]=1[CH3:34])=[CH:2][CH:1]=3)(=[O:46])[C:40]1[CH:45]=[CH:44][CH:43]=[CH:42][CH:41]=1. The catalyst class is: 2. (5) Reactant: [CH3:1][O:2][C:3]1[CH:4]=[C:5]2[C:9](=[CH:10][CH:11]=1)[NH:8][CH:7]=[CH:6]2.N1CCC[C@H]1C(O)=O.C(=O)([O-])[O-].[K+].[K+].I[C:27]1[CH:32]=[CH:31][CH:30]=[CH:29][CH:28]=1. Product: [CH3:1][O:2][C:3]1[CH:4]=[C:5]2[C:9](=[CH:10][CH:11]=1)[N:8]([C:27]1[CH:32]=[CH:31][CH:30]=[CH:29][CH:28]=1)[CH:7]=[CH:6]2. The catalyst class is: 156. (6) Reactant: B(F)(F)F.CC[O:7]CC.[Br:10][C:11]1[C:20]2[C:19]([CH3:21])=[CH:18][CH2:17][CH2:16][C:15]=2[CH:14]=[CH:13][C:12]=1[NH:22][S:23]([C:26]1[CH:31]=[CH:30][CH:29]=[CH:28][C:27]=1[F:32])(=[O:25])=[O:24]. Product: [Br:10][C:11]1[C:20]2[C@H:19]([CH3:21])[C@@H:18]([OH:7])[CH2:17][CH2:16][C:15]=2[CH:14]=[CH:13][C:12]=1[NH:22][S:23]([C:26]1[CH:31]=[CH:30][CH:29]=[CH:28][C:27]=1[F:32])(=[O:25])=[O:24]. The catalyst class is: 1.